This data is from Forward reaction prediction with 1.9M reactions from USPTO patents (1976-2016). The task is: Predict the product of the given reaction. (1) Given the reactants CC([N:5]([C@H:9]1[CH2:12][C@H:11]([O:13][C:14]2[CH:19]=[CH:18][C:17]([F:20])=[C:16]([C:21]([F:24])([F:23])[F:22])[CH:15]=2)[CH2:10]1)C(=O)[O-])(C)C.[ClH:25], predict the reaction product. The product is: [ClH:25].[F:20][C:17]1[CH:18]=[CH:19][C:14]([O:13][C@H:11]2[CH2:12][C@H:9]([NH2:5])[CH2:10]2)=[CH:15][C:16]=1[C:21]([F:22])([F:23])[F:24]. (2) Given the reactants C(=O)([O-])[O-].[K+].[K+].[CH2:7]([O:9][C:10]([C:12]1[N:13]([CH3:18])[N:14]=[C:15]([OH:17])[CH:16]=1)=[O:11])[CH3:8].Cl[C:20]([F:26])([F:25])C(OC)=O, predict the reaction product. The product is: [CH2:7]([O:9][C:10]([C:12]1[N:13]([CH3:18])[N:14]=[C:15]([O:17][CH:20]([F:26])[F:25])[CH:16]=1)=[O:11])[CH3:8]. (3) Given the reactants [C:1](OC(=O)C)(=[O:3])[CH3:2].O[N:9]=[C:10]1[CH2:18][CH2:17][CH2:16][C:15]2[N:14]([CH2:19][C:20]([OH:22])=[O:21])[C:13]([CH3:23])=[CH:12][C:11]1=2.[I-].[Na+], predict the reaction product. The product is: [C:1]([NH:9][C:10]1[CH:18]=[CH:17][CH:16]=[C:15]2[C:11]=1[CH:12]=[C:13]([CH3:23])[N:14]2[CH2:19][C:20]([OH:22])=[O:21])(=[O:3])[CH3:2]. (4) Given the reactants [F:1][C:2]1([C:31]2[CH:36]=[CH:35][C:34]([F:37])=[CH:33][CH:32]=2)[CH2:7][CH2:6][N:5]([C:8]([C:10]2[CH:11]=[N:12][C:13]3[N:14]([N:25]=[CH:26][C:27]=3[C:28](O)=[O:29])[C:15]=2[NH:16][C:17]2[CH:22]=[CH:21][C:20]([F:23])=[CH:19][C:18]=2[CH3:24])=[O:9])[CH2:4][CH2:3]1.[CH2:38]([S:40]([NH2:43])(=[O:42])=[O:41])[CH3:39], predict the reaction product. The product is: [F:1][C:2]1([C:31]2[CH:32]=[CH:33][C:34]([F:37])=[CH:35][CH:36]=2)[CH2:3][CH2:4][N:5]([C:8]([C:10]2[CH:11]=[N:12][C:13]3[N:14]([N:25]=[CH:26][C:27]=3[C:28]([NH:43][S:40]([CH2:38][CH3:39])(=[O:42])=[O:41])=[O:29])[C:15]=2[NH:16][C:17]2[CH:22]=[CH:21][C:20]([F:23])=[CH:19][C:18]=2[CH3:24])=[O:9])[CH2:6][CH2:7]1. (5) Given the reactants [C:1]([NH:4][C@@H:5]1[C@@H:11]([OH:12])[C@H:10]([OH:13])[C@@H:9]([CH2:14][OH:15])[O:8][CH:6]1O)(=[O:3])[CH3:2].[C:16]([NH:26][NH2:27])(=[O:25])[CH2:17][CH2:18][CH2:19][CH2:20][C:21]([NH:23][NH2:24])=[O:22], predict the reaction product. The product is: [C:1]([NH:4][CH:5]1[CH:11]([OH:12])[CH:10]([OH:13])[CH:9]([CH2:14][OH:15])[O:8][CH:6]1[NH:27][NH:26][C:16]([CH2:17][CH2:18][CH2:19][CH2:20][C:21]([NH:23][NH2:24])=[O:22])=[O:25])(=[O:3])[CH3:2]. (6) Given the reactants [F:1][C:2]1[CH:7]=[CH:6][C:5]([C:8]2[C:16]3[C:11](=[CH:12][CH:13]=[CH:14][CH:15]=3)[N:10]([CH:17]([CH3:19])[CH3:18])[C:9]=2/[CH:20]=[CH:21]/C(O)=O)=[CH:4][CH:3]=1.[Cl-].[Mg+2].[Cl-].[K+].[C:29]([O:35][CH3:36])(=[O:34])[CH2:30][C:31]([O-])=[O:32], predict the reaction product. The product is: [CH3:36][O:35][C:29](=[O:34])[CH2:30][C:31](=[O:32])/[CH:21]=[CH:20]/[C:9]1[N:10]([CH:17]([CH3:18])[CH3:19])[C:11]2[C:16]([C:8]=1[C:5]1[CH:4]=[CH:3][C:2]([F:1])=[CH:7][CH:6]=1)=[CH:15][CH:14]=[CH:13][CH:12]=2.